Predict the reaction yield, written as a fraction of the theoretical maximum amount of product (1.0 means a 100% yield; for example, 0.34 means a 34% yield). From a dataset of Reaction yield outcomes from USPTO patents with 853,638 reactions. (1) The yield is 0.740. The catalyst is CS(C)=O. The reactants are Cl[C:2]1[CH:7]=[CH:6][N:5]2[N:8]=[CH:9][C:10]([C:11]([O:13][CH2:14][CH3:15])=[O:12])=[C:4]2[N:3]=1.[F:16][C:17]1[CH:18]=[C:19]([CH:25]2[CH2:29][CH2:28][CH2:27][NH:26]2)[C:20]([O:23][CH3:24])=[N:21][CH:22]=1.[F-].[K+]. The product is [F:16][C:17]1[CH:18]=[C:19]([CH:25]2[CH2:29][CH2:28][CH2:27][N:26]2[C:2]2[CH:7]=[CH:6][N:5]3[N:8]=[CH:9][C:10]([C:11]([O:13][CH2:14][CH3:15])=[O:12])=[C:4]3[N:3]=2)[C:20]([O:23][CH3:24])=[N:21][CH:22]=1. (2) The reactants are [I:1][C:2]1[CH:18]=[CH:17][C:5]([O:6][CH2:7][CH2:8][CH2:9][CH2:10][CH2:11][C:12]([O:14]CC)=[O:13])=[CH:4][CH:3]=1.O.[OH-].[Na+]. The catalyst is C(O)C. The product is [I:1][C:2]1[CH:3]=[CH:4][C:5]([O:6][CH2:7][CH2:8][CH2:9][CH2:10][CH2:11][C:12]([OH:14])=[O:13])=[CH:17][CH:18]=1. The yield is 0.930. (3) The reactants are [CH3:1][C:2]1([CH3:10])[O:6][C@@H:5]([CH2:7][CH2:8]O)[CH2:4][O:3]1.C(N(CC)CC)C.CS(Cl)(=O)=O.[NH4+].[Cl-].[Na+].[I-:26]. The catalyst is C(Cl)Cl.CN(C1C=CN=CC=1)C.CC(C)=O.O. The product is [I:26][CH2:8][CH2:7][C@H:5]1[CH2:4][O:3][C:2]([CH3:10])([CH3:1])[O:6]1. The yield is 0.320.